Dataset: Forward reaction prediction with 1.9M reactions from USPTO patents (1976-2016). Task: Predict the product of the given reaction. (1) Given the reactants [CH:1]12[CH2:6][CH:5]1[CH2:4][C@H:3]([C:7]([O:9]CC)=[O:8])[N:2]2[C:12]([O:14][C:15]([CH3:18])([CH3:17])[CH3:16])=[O:13].O[Li].O, predict the reaction product. The product is: [C:15]([O:14][C:12]([N:2]1[CH:3]([C:7]([OH:9])=[O:8])[CH2:4][CH:5]2[CH:1]1[CH2:6]2)=[O:13])([CH3:18])([CH3:16])[CH3:17]. (2) Given the reactants CC1C2N=[C:9]([C:11]3[CH:16]=[C:15]([O:17][CH2:18][CH2:19][CH2:20][CH2:21][CH2:22][CH3:23])[C:14]([CH2:24][OH:25])=[CH:13][C:12]=3[O:26][CH2:27][CH2:28][CH2:29][CH2:30][CH2:31][CH3:32])[O:10]C=2C=CC=1.C1C=CC(N=NC2C=CC(N)=NC=2N)=CC=1.Cl.[Cr](Cl)([O-])(=O)=O.CCOCC, predict the reaction product. The product is: [CH2:27]([O:26][C:12]1[CH:13]=[C:14]([CH2:24][OH:25])[C:15]([O:17][CH2:18][CH2:19][CH2:20][CH2:21][CH2:22][CH3:23])=[CH:16][C:11]=1[CH:9]=[O:10])[CH2:28][CH2:29][CH2:30][CH2:31][CH3:32]. (3) Given the reactants CCCCCCC.[CH3:8][CH:9]([OH:11])[CH3:10].[CH3:12][CH2:13][N:14](CC)[CH2:15][CH3:16], predict the reaction product. The product is: [CH3:8][CH:9]([OH:11])[CH3:10].[NH:14]([CH2:15][CH3:16])[CH2:13][CH3:12]. (4) The product is: [CH3:30][C:26]1([CH3:31])[CH2:25][CH2:24][CH2:23][C:22]2[CH:21]=[C:20]([C:16]3[N:15]=[C:14]([N:11]4[CH2:12][CH2:13][NH:8][CH2:9][CH2:10]4)[CH:19]=[CH:18][CH:17]=3)[CH:29]=[CH:28][C:27]1=2. Given the reactants C(OC([N:8]1[CH2:13][CH2:12][N:11]([C:14]2[CH:19]=[CH:18][CH:17]=[C:16]([C:20]3[CH:29]=[CH:28][C:27]4[C:26]([CH3:31])([CH3:30])[CH2:25][CH2:24][CH2:23][C:22]=4[CH:21]=3)[N:15]=2)[CH2:10][CH2:9]1)=O)(C)(C)C.Cl, predict the reaction product. (5) Given the reactants [O:1]=[CH:2][C@@H:3]([C@H:5]([C@H:7]([CH2:9][OH:10])[OH:8])[OH:6])[OH:4].Cl.[C:12](=O)([O-])O.[Na+], predict the reaction product. The product is: [CH3:12][O:1][C@H:2]1[O:10][CH2:9][C@H:7]([OH:8])[C@H:5]([OH:6])[C@H:3]1[OH:4]. (6) Given the reactants O[CH2:2][C@@H:3]([NH:7][C:8]([C:10]1[N:15]=[N:14][C:13]([C:16]([N:18]2[CH2:23][CH2:22][N:21]([C:24]([O:26][C:27]([CH3:30])([CH3:29])[CH3:28])=[O:25])[C@@H:20]([CH:31]([CH3:33])[CH3:32])[CH2:19]2)=[O:17])=[CH:12][C:11]=1[CH:34]([CH3:36])[CH3:35])=[O:9])[CH:4]([CH3:6])[CH3:5].CC(OI1(OC(C)=O)(OC(C)=O)OC(=O)C2C=CC=CC1=2)=O.C1C=CC(P(C2C=CC=CC=2)C2C=CC=CC=2)=CC=1.C(C1C=CC=C(C(C)(C)C)N=1)(C)(C)C.BrC(C(Br)(Cl)Cl)(Cl)Cl.C1CCN2C(=NCCC2)CC1, predict the reaction product. The product is: [CH:31]([C@H:20]1[CH2:19][N:18]([C:16]([C:13]2[N:14]=[N:15][C:10]([C:8]3[O:9][CH:2]=[C:3]([CH:4]([CH3:6])[CH3:5])[N:7]=3)=[C:11]([CH:34]([CH3:35])[CH3:36])[CH:12]=2)=[O:17])[CH2:23][CH2:22][N:21]1[C:24]([O:26][C:27]([CH3:30])([CH3:28])[CH3:29])=[O:25])([CH3:33])[CH3:32]. (7) Given the reactants [C:1]([C:3]1[CH:12]=[C:11]2[C:6]([C:7](=[O:13])[CH2:8][CH2:9][O:10]2)=[CH:5][CH:4]=1)#[N:2].[BH4-].[Na+], predict the reaction product. The product is: [C:1]([C:3]1[CH:12]=[C:11]2[C:6]([CH:7]([OH:13])[CH2:8][CH2:9][O:10]2)=[CH:5][CH:4]=1)#[N:2].